From a dataset of Experimentally validated miRNA-target interactions with 360,000+ pairs, plus equal number of negative samples. Binary Classification. Given a miRNA mature sequence and a target amino acid sequence, predict their likelihood of interaction. The miRNA is hsa-miR-4657 with sequence AAUGUGGAAGUGGUCUGAGGCAU. The protein sequence of the target gene is MERVGCTLTTTYAHPRPTPTNFLPAISTMASSYRDRFPHSNLTHSLSLPWRPSTYYKVASNSPSVAPYCTRSQRVSENTMLPFVSNRTTFFTRYTPDDWYRSNLTNYQESNTSRHNSEKLRVDTSRLIQDKYQQTRKTQADTTQNLGERVNDIGFWKSEIIHELDEMIGETNALTDVKKRLERALMETEAPLQVARECLFHREKRMGIDLVHDEVEAQLLTEVDTILCCQERMKLHLDKAIAQLAANRASQHELEKDLSDKQTAYRIDDKCHHLRNTSDGVGYFRGVERVDATVSVPESW.... Result: 0 (no interaction).